From a dataset of Drug-target binding data from BindingDB using Ki measurements. Regression. Given a target protein amino acid sequence and a drug SMILES string, predict the binding affinity score between them. We predict pKi (pKi = -log10(Ki in M); higher means stronger inhibition). Dataset: bindingdb_ki. The drug is Cc1cccc([C@@H](C)c2cnc[nH]2)c1C. The target protein sequence is VYIIQITDGSHEWTVKHRYSDFHDLHEKLVAEKKIDRSLLPPKKIIGKNSRSLVEKREKDLEIYLQTLLATFPDVAPRVLAQFLHFHFYEINGITAALAEELFEKGEQLLGAGEVFAIGPLQLYAVTEQLQQGKPTCASGDAKTDLGHILDFTCRLKYLKVSGTEGPFGTSNIQEQLLPFDLSIFKSLHQVEISHCDARRIRGLVASKPTLATMSVRFSATSMKEVLVPEASEFDEWEPAGAALEGPVTAVIPTWQALTALDLSHNSISEIDDSVKLIPKIEFLDLSHNGVLVMNNLQHLYNLVHVDLSYNKLSSLEGAHTKLGNIKTLNLAGNLLRHLSGLHKLYSLVNLDLSDNRIEQMEEVRSIGSLPCLEHVALLNNPLSIIPDYRTKVLAQFGERASEVCLDNTVTTEKELDTVEVLKAIQKAKEVKSKLSNPEKKVSEDSRLSAAPCVRPSSSPPSAAPTSASLPQPILSNQGIMFVQEEALASSLSSTDSLTP.... The pKi is 6.7.